This data is from Forward reaction prediction with 1.9M reactions from USPTO patents (1976-2016). The task is: Predict the product of the given reaction. (1) Given the reactants [F:1][C:2]1[CH:7]=[C:6]([F:8])[CH:5]=[CH:4][C:3]=1[N:9]1[C:17](=[O:18])[C:16]2[C@@H:15]3[C:19]([CH3:21])([CH3:20])[C@@:12]([CH3:22])([CH2:13][CH2:14]3)[C:11]=2[NH:10]1.Br[CH2:24][CH2:25][CH:26]([CH3:28])[CH3:27], predict the reaction product. The product is: [F:1][C:2]1[CH:7]=[C:6]([F:8])[CH:5]=[CH:4][C:3]=1[N:9]1[C:17](=[O:18])[C:16]2[C@@H:15]3[C:19]([CH3:21])([CH3:20])[C@@:12]([CH3:22])([CH2:13][CH2:14]3)[C:11]=2[N:10]1[CH2:24][CH2:25][CH:26]([CH3:28])[CH3:27]. (2) Given the reactants C(OC(N1CCCC(CO)C1)=O)(C)(C)C.[C:16]([O:20][C:21]([N:23]1[CH2:28][CH2:27][CH2:26][C@@H:25]([CH2:29][NH2:30])[CH2:24]1)=[O:22])([CH3:19])([CH3:18])[CH3:17].C1([O:37][C:38](=O)[NH:39][C:40]2[CH:45]=[C:44]([C:46]3[N:50]([CH3:51])[N:49]=[N:48][N:47]=3)[CH:43]=[C:42]([CH2:52][CH3:53])[CH:41]=2)C=CC=CC=1.C(N(CC)CC)C, predict the reaction product. The product is: [C:16]([O:20][C:21]([N:23]1[CH2:28][CH2:27][CH2:26][C@@H:25]([CH2:29][NH:30][C:38]([NH:39][C:40]2[CH:45]=[C:44]([C:46]3[N:50]([CH3:51])[N:49]=[N:48][N:47]=3)[CH:43]=[C:42]([CH2:52][CH3:53])[CH:41]=2)=[O:37])[CH2:24]1)=[O:22])([CH3:19])([CH3:18])[CH3:17]. (3) Given the reactants [Cl:1][C:2]1[S:6][C:5]([CH2:7][OH:8])=[C:4]([C:9]2[CH:14]=[CH:13][C:12]([CH2:15][CH3:16])=[CH:11][CH:10]=2)[CH:3]=1.O[C:18]1[CH:23]=[CH:22][C:21]([CH2:24][CH2:25][C:26]([O:28]CC)=[O:27])=[C:20](F)[C:19]=1[F:32].ClC1SC(COC2C=C([F:47])C(CCC(OCC)=O)=C(F)C=2)=C(C2C=CC(Cl)=CC=2)C=1, predict the reaction product. The product is: [Cl:1][C:2]1[S:6][C:5]([CH2:7][O:8][C:18]2[C:19]([F:32])=[CH:20][C:21]([CH2:24][CH2:25][C:26]([OH:28])=[O:27])=[CH:22][C:23]=2[F:47])=[C:4]([C:9]2[CH:14]=[CH:13][C:12]([CH2:15][CH3:16])=[CH:11][CH:10]=2)[CH:3]=1.